From a dataset of NCI-60 drug combinations with 297,098 pairs across 59 cell lines. Regression. Given two drug SMILES strings and cell line genomic features, predict the synergy score measuring deviation from expected non-interaction effect. (1) Drug 1: C1=CN(C(=O)N=C1N)C2C(C(C(O2)CO)O)O.Cl. Drug 2: CC=C1C(=O)NC(C(=O)OC2CC(=O)NC(C(=O)NC(CSSCCC=C2)C(=O)N1)C(C)C)C(C)C. Cell line: A498. Synergy scores: CSS=28.6, Synergy_ZIP=-11.8, Synergy_Bliss=-1.36, Synergy_Loewe=-8.48, Synergy_HSA=1.83. (2) Cell line: T-47D. Drug 1: C1=C(C(=O)NC(=O)N1)N(CCCl)CCCl. Synergy scores: CSS=24.3, Synergy_ZIP=-2.62, Synergy_Bliss=1.27, Synergy_Loewe=-12.3, Synergy_HSA=3.14. Drug 2: CCC1(CC2CC(C3=C(CCN(C2)C1)C4=CC=CC=C4N3)(C5=C(C=C6C(=C5)C78CCN9C7C(C=CC9)(C(C(C8N6C=O)(C(=O)OC)O)OC(=O)C)CC)OC)C(=O)OC)O.OS(=O)(=O)O. (3) Drug 1: CS(=O)(=O)CCNCC1=CC=C(O1)C2=CC3=C(C=C2)N=CN=C3NC4=CC(=C(C=C4)OCC5=CC(=CC=C5)F)Cl. Drug 2: CN1C2=C(C=C(C=C2)N(CCCl)CCCl)N=C1CCCC(=O)O.Cl. Cell line: K-562. Synergy scores: CSS=-20.0, Synergy_ZIP=4.30, Synergy_Bliss=-8.83, Synergy_Loewe=-17.5, Synergy_HSA=-18.8. (4) Drug 1: C1=C(C(=O)NC(=O)N1)N(CCCl)CCCl. Synergy scores: CSS=43.4, Synergy_ZIP=-1.81, Synergy_Bliss=1.06, Synergy_Loewe=-1.13, Synergy_HSA=4.41. Cell line: COLO 205. Drug 2: C1CC(C1)(C(=O)O)C(=O)O.[NH2-].[NH2-].[Pt+2]. (5) Synergy scores: CSS=58.9, Synergy_ZIP=0.546, Synergy_Bliss=-0.389, Synergy_Loewe=-3.07, Synergy_HSA=-2.54. Drug 1: CNC(=O)C1=CC=CC=C1SC2=CC3=C(C=C2)C(=NN3)C=CC4=CC=CC=N4. Cell line: COLO 205. Drug 2: CC(CN1CC(=O)NC(=O)C1)N2CC(=O)NC(=O)C2. (6) Drug 1: CN(CC1=CN=C2C(=N1)C(=NC(=N2)N)N)C3=CC=C(C=C3)C(=O)NC(CCC(=O)O)C(=O)O. Drug 2: CC1=C(C(CCC1)(C)C)C=CC(=CC=CC(=CC(=O)O)C)C. Cell line: HCT-15. Synergy scores: CSS=22.5, Synergy_ZIP=1.09, Synergy_Bliss=-0.567, Synergy_Loewe=-57.5, Synergy_HSA=-5.36. (7) Drug 1: CCC1=CC2CC(C3=C(CN(C2)C1)C4=CC=CC=C4N3)(C5=C(C=C6C(=C5)C78CCN9C7C(C=CC9)(C(C(C8N6C)(C(=O)OC)O)OC(=O)C)CC)OC)C(=O)OC.C(C(C(=O)O)O)(C(=O)O)O. Drug 2: C1=NC2=C(N1)C(=S)N=C(N2)N. Cell line: HOP-92. Synergy scores: CSS=45.9, Synergy_ZIP=-11.9, Synergy_Bliss=-1.92, Synergy_Loewe=-2.46, Synergy_HSA=1.97. (8) Drug 2: C1=NC(=NC(=O)N1C2C(C(C(O2)CO)O)O)N. Drug 1: C1=NC2=C(N=C(N=C2N1C3C(C(C(O3)CO)O)O)F)N. Synergy scores: CSS=12.4, Synergy_ZIP=-3.29, Synergy_Bliss=0.265, Synergy_Loewe=-1.73, Synergy_HSA=-1.49. Cell line: MALME-3M. (9) Drug 1: CCC1=CC2CC(C3=C(CN(C2)C1)C4=CC=CC=C4N3)(C5=C(C=C6C(=C5)C78CCN9C7C(C=CC9)(C(C(C8N6C)(C(=O)OC)O)OC(=O)C)CC)OC)C(=O)OC.C(C(C(=O)O)O)(C(=O)O)O. Drug 2: CN(C)C1=NC(=NC(=N1)N(C)C)N(C)C. Cell line: NCIH23. Synergy scores: CSS=47.5, Synergy_ZIP=-0.911, Synergy_Bliss=0.550, Synergy_Loewe=-50.2, Synergy_HSA=0.291. (10) Drug 1: C1C(C(OC1N2C=C(C(=O)NC2=O)F)CO)O. Drug 2: C1=CC=C(C=C1)NC(=O)CCCCCCC(=O)NO. Cell line: BT-549. Synergy scores: CSS=14.3, Synergy_ZIP=-6.86, Synergy_Bliss=-5.07, Synergy_Loewe=-1.68, Synergy_HSA=-0.886.